Dataset: Forward reaction prediction with 1.9M reactions from USPTO patents (1976-2016). Task: Predict the product of the given reaction. (1) Given the reactants Br[CH2:2][C:3]1[C:11]2[O:10][C:9]([C:12]#[N:13])=[CH:8][C:7]=2[CH:6]=[C:5]([F:14])[CH:4]=1.[OH:15][C:16]1[CH:21]=[CH:20][C:19]([CH2:22][CH2:23][C:24]([O:26][C:27]([CH3:30])([CH3:29])[CH3:28])=[O:25])=[C:18]([CH3:31])[C:17]=1[CH3:32].C(=O)([O-])[O-].[K+].[K+], predict the reaction product. The product is: [C:12]([C:9]1[O:10][C:11]2[C:3]([CH2:2][O:15][C:16]3[CH:21]=[CH:20][C:19]([CH2:22][CH2:23][C:24]([O:26][C:27]([CH3:28])([CH3:29])[CH3:30])=[O:25])=[C:18]([CH3:31])[C:17]=3[CH3:32])=[CH:4][C:5]([F:14])=[CH:6][C:7]=2[CH:8]=1)#[N:13]. (2) Given the reactants [Cl:1][C:2]1[N:3]=[N:4][C:5]([Cl:11])=[CH:6][C:7]=1[C:8](O)=[O:9].[CH:12]([NH:15][CH:16](C)C)(C)C.C(Cl)(=O)C(C)(C)C.CNC, predict the reaction product. The product is: [CH3:12][N:15]([CH3:16])[C:8]([C:7]1[CH:6]=[C:5]([Cl:11])[N:4]=[N:3][C:2]=1[Cl:1])=[O:9]. (3) Given the reactants O=S(Cl)Cl.[CH2:5]([C:7]1[CH:12]=[CH:11][CH:10]=[C:9]([CH2:13][CH3:14])[C:8]=1[C:15]1[N:20]=[CH:19][C:18]([C:21](O)([CH2:25][CH2:26][CH3:27])[CH2:22][CH2:23][CH3:24])=[C:17]([O:29][CH3:30])[CH:16]=1)[CH3:6], predict the reaction product. The product is: [CH2:13]([C:9]1[CH:10]=[CH:11][CH:12]=[C:7]([CH2:5][CH3:6])[C:8]=1[C:15]1[CH:16]=[C:17]([O:29][CH3:30])[C:18]([C:21]([CH2:25][CH2:26][CH3:27])=[CH:22][CH2:23][CH3:24])=[CH:19][N:20]=1)[CH3:14]. (4) Given the reactants ClC(Cl)C.[Cl:5][C:6]1[CH:7]=[C:8]([NH:12][C:13]([C:15]2[O:16][C:17]3[C:23]([N:24]4[CH2:28][CH2:27][CH2:26][CH2:25]4)=[CH:22][CH:21]=[CH:20][C:18]=3[CH:19]=2)=O)[CH:9]=[CH:10][CH:11]=1.P(Cl)(Cl)(Cl)(Cl)Cl.[ClH:35].[NH2:36][OH:37], predict the reaction product. The product is: [Cl:35][C:19]1[C:18]2[CH:20]=[CH:21][CH:22]=[C:23]([N:24]3[CH2:28][CH2:27][CH2:26][CH2:25]3)[C:17]=2[O:16][C:15]=1[C:13]([NH:12][C:8]1[CH:9]=[CH:10][CH:11]=[C:6]([Cl:5])[CH:7]=1)=[N:36][OH:37].